This data is from Reaction yield outcomes from USPTO patents with 853,638 reactions. The task is: Predict the reaction yield, written as a fraction of the theoretical maximum amount of product (1.0 means a 100% yield; for example, 0.34 means a 34% yield). (1) The reactants are [NH2:1][C:2]1[C:14]2[C:13]3[CH2:12][C:11]([CH3:16])([CH3:15])[CH2:10][CH2:9][C:8]=3[C:7]([N:17]3[CH2:21][CH2:20][CH2:19][CH2:18]3)=[N:6][C:5]=2[S:4][C:3]=1[C:22]([NH2:24])=[O:23].O.[C:26]1(C)C=CC(S(O)(=O)=O)=CC=1. The catalyst is C([O-])([O-])OCC. The product is [CH3:15][C:11]1([CH3:16])[CH2:10][CH2:9][C:8]2[C:7]([N:17]3[CH2:18][CH2:19][CH2:20][CH2:21]3)=[N:6][C:5]3[S:4][C:3]4[C:22](=[O:23])[NH:24][CH:26]=[N:1][C:2]=4[C:14]=3[C:13]=2[CH2:12]1. The yield is 0.390. (2) The reactants are C([N-]C(C)C)(C)C.C([Li])CCC.CCCCCC.C([N-]C(C)C)(C)C.[Li+].[N:27]1[CH:32]=[CH:31][C:30]([CH3:33])=[CH:29][CH:28]=1.[Cl-].[Ce+3].[Cl-].[Cl-].[CH3:38][C:39]([CH3:56])([O:41][C:42]([N:44]1[CH2:49][CH2:48][CH:47]([CH2:50][C:51]([O:53]CC)=O)[CH2:46][CH2:45]1)=[O:43])[CH3:40]. The catalyst is O1CCCC1.C(OCC)(=O)C.CCCCCC. The product is [O:53]=[C:51]([CH2:33][C:30]1[CH:31]=[CH:32][N:27]=[CH:28][CH:29]=1)[CH2:50][CH:47]1[CH2:46][CH2:45][N:44]([C:42]([O:41][C:39]([CH3:38])([CH3:40])[CH3:56])=[O:43])[CH2:49][CH2:48]1. The yield is 0.250. (3) The reactants are C[O:2][C:3]1[CH:8]=[C:7]([CH2:9][CH2:10][C:11]2[CH:16]=[CH:15][CH:14]=[CH:13][CH:12]=2)[CH:6]=[CH:5][N:4]=1. The catalyst is Cl. The product is [CH2:9]([C:7]1[CH:6]=[CH:5][NH:4][C:3](=[O:2])[CH:8]=1)[CH2:10][C:11]1[CH:16]=[CH:15][CH:14]=[CH:13][CH:12]=1. The yield is 0.950. (4) The reactants are [CH2:1]([O:3][C:4]1[C:5]([O:19][CH2:20][C:21]2[CH:26]=[CH:25][C:24]([O:27][CH3:28])=[CH:23][CH:22]=2)=[N:6][CH:7]=[C:8](B2OC(C)(C)C(C)(C)O2)[CH:9]=1)[CH3:2].Br[C:30]1[CH:35]=[CH:34][C:33]([CH2:36][C:37]([NH:39][C:40]2[CH:41]=[N:42][C:43]([O:50][CH2:51][CH3:52])=[C:44]([C:46]([F:49])([F:48])[F:47])[CH:45]=2)=[O:38])=[C:32]([F:53])[CH:31]=1.C(=O)([O-])[O-].[Cs+].[Cs+]. The catalyst is O1CCOCC1.O.C1C=CC(P(C2C=CC=CC=2)[C-]2C=CC=C2)=CC=1.C1C=CC(P(C2C=CC=CC=2)[C-]2C=CC=C2)=CC=1.Cl[Pd]Cl.[Fe+2]. The product is [CH2:51]([O:50][C:43]1[N:42]=[CH:41][C:40]([NH:39][C:37](=[O:38])[CH2:36][C:33]2[CH:34]=[CH:35][C:30]([C:8]3[CH:7]=[N:6][C:5]([O:19][CH2:20][C:21]4[CH:22]=[CH:23][C:24]([O:27][CH3:28])=[CH:25][CH:26]=4)=[C:4]([O:3][CH2:1][CH3:2])[CH:9]=3)=[CH:31][C:32]=2[F:53])=[CH:45][C:44]=1[C:46]([F:47])([F:49])[F:48])[CH3:52]. The yield is 0.273. (5) The reactants are [Br:1][C:2]1[CH:11]=[C:10]2[C:5]([CH2:6][C:7]([CH3:14])([CH3:13])[CH2:8][C:9]2=O)=[CH:4][CH:3]=1.C1(C)C=CC=CC=1.[C:22]1([CH:28]([NH2:30])[CH3:29])[CH:27]=[CH:26][CH:25]=[CH:24][CH:23]=1.C(O)(C(F)(F)F)=O. The catalyst is C(O)(C(F)(F)F)=O.O. The product is [Br:1][C:2]1[CH:11]=[C:10]2[C:5]([CH2:6][C:7]([CH3:14])([CH3:13])[CH2:8]/[C:9]/2=[N:30]\[CH:28]([C:22]2[CH:27]=[CH:26][CH:25]=[CH:24][CH:23]=2)[CH3:29])=[CH:4][CH:3]=1. The yield is 0.820. (6) The reactants are Br[C:2]1[S:3][C:4]2[CH:10]=[C:9]([CH2:11][N:12]3[C:16]4[CH:17]=[C:18]([O:23][CH3:24])[C:19]([O:21][CH3:22])=[CH:20][C:15]=4[N:14]=[CH:13]3)[CH:8]=[CH:7][C:5]=2[N:6]=1.CCN(C(C)C)C(C)C.[NH2:34][C@@H:35]1[CH2:40][CH2:39][CH2:38][CH2:37][C@H:36]1[OH:41]. The product is [CH3:22][O:21][C:19]1[C:18]([O:23][CH3:24])=[CH:17][C:16]2[N:12]([CH2:11][C:9]3[CH:8]=[CH:7][C:5]4[N:6]=[C:2]([NH:34][C@@H:35]5[CH2:40][CH2:39][CH2:38][CH2:37][C@H:36]5[OH:41])[S:3][C:4]=4[CH:10]=3)[CH:13]=[N:14][C:15]=2[CH:20]=1. The catalyst is CC(N(C)C)=O. The yield is 0.580. (7) The reactants are [CH3:1][O:2][C:3]1[C:4]([CH3:27])=[C:5]([C:18]([O:25][CH3:26])=[C:19]([O:23][CH3:24])[C:20]=1[O:21][CH3:22])[CH2:6][C:7]1[CH:8]=[CH:9][C:10]([OH:17])=[C:11]([CH:16]=1)[C:12]([O:14][CH3:15])=[O:13].[C:28]1(B(O)O)[CH:33]=[CH:32][CH:31]=[CH:30][CH:29]=1.C(N(CC)CC)C.N1C=CC=CC=1. The catalyst is C(Cl)Cl.C([O-])(=O)C.[Cu+2].C([O-])(=O)C. The product is [CH3:1][O:2][C:3]1[C:4]([CH3:27])=[C:5]([C:18]([O:25][CH3:26])=[C:19]([O:23][CH3:24])[C:20]=1[O:21][CH3:22])[CH2:6][C:7]1[CH:8]=[CH:9][C:10]([O:17][C:28]2[CH:33]=[CH:32][CH:31]=[CH:30][CH:29]=2)=[C:11]([CH:16]=1)[C:12]([O:14][CH3:15])=[O:13]. The yield is 0.410.